Dataset: Full USPTO retrosynthesis dataset with 1.9M reactions from patents (1976-2016). Task: Predict the reactants needed to synthesize the given product. Given the product [Cl:24][C:13]1[C:12]2[C:17](=[CH:18][C:9]([C:4]3[C:3]([C:2]([F:21])([F:20])[F:1])=[CH:8][CH:7]=[CH:6][N:5]=3)=[CH:10][CH:11]=2)[N:16]=[CH:15][CH:14]=1, predict the reactants needed to synthesize it. The reactants are: [F:1][C:2]([F:21])([F:20])[C:3]1[C:4]([C:9]2[CH:18]=[C:17]3[C:12]([C:13](O)=[CH:14][CH:15]=[N:16]3)=[CH:11][CH:10]=2)=[N:5][CH:6]=[CH:7][CH:8]=1.O=P(Cl)(Cl)[Cl:24].